From a dataset of Forward reaction prediction with 1.9M reactions from USPTO patents (1976-2016). Predict the product of the given reaction. (1) The product is: [OH:16][CH2:15][C@@H:9]1[C@@H:10]([OH:11])[C@H:5]([OH:4])[C@H:6]([OH:36])[C@@H:7]([N:20]2[CH:24]=[C:23]([C:25]3[CH:30]=[CH:29][CH:28]=[CH:27][CH:26]=3)[N:22]=[N:21]2)[O:8]1. Given the reactants C([O:4][C@@H:5]1[C@@H:10]([O:11]C(=O)C)[C@@H:9]([CH2:15][O:16]C(=O)C)[O:8][C@H:7]([N:20]2[CH:24]=[C:23]([C:25]3[CH:30]=[CH:29][CH:28]=[CH:27][CH:26]=3)[N:22]=[N:21]2)[C@H:6]1CC([O-])=O)(=O)C.C[O-:36].[Na+], predict the reaction product. (2) Given the reactants Br[C:2]1[CH:7]=[CH:6][C:5]([C:8]2[N:9]=[C:10]([CH3:30])[C:11]3[C:16]4[N:17]=[C:18]([N:24]5[CH2:29][CH2:28][NH:27][CH2:26][CH2:25]5)[N:19]=[C:20]([O:21][CH2:22][CH3:23])[C:15]=4[S:14][C:12]=3[N:13]=2)=[CH:4][CH:3]=1.[Li]CCCC.[CH:36](=[O:42])/[CH:37]=[CH:38]/[CH:39]=[CH:40]/[CH3:41], predict the reaction product. The product is: [CH2:22]([O:21][C:20]1[C:15]2[S:14][C:12]3[N:13]=[C:8]([C:5]4[CH:6]=[CH:7][C:2]([CH:36]([OH:42])/[CH:37]=[CH:38]/[CH:39]=[CH:40]/[CH3:41])=[CH:3][CH:4]=4)[N:9]=[C:10]([CH3:30])[C:11]=3[C:16]=2[N:17]=[C:18]([N:24]2[CH2:29][CH2:28][NH:27][CH2:26][CH2:25]2)[N:19]=1)[CH3:23]. (3) The product is: [CH2:28]([O:27][C:24]1[CH:23]=[CH:22][C:21]([S:18]([C:5]2[C:6]([NH:8][C:9]3[C:14]([CH3:15])=[CH:13][C:12]([CH3:16])=[CH:11][C:10]=3[CH3:17])=[N:7][C:2]([CH3:1])=[CH:3][CH:4]=2)(=[O:20])=[O:19])=[CH:26][CH:25]=1)[C:29]1[CH:34]=[CH:33][CH:32]=[CH:31][CH:30]=1. Given the reactants [CH3:1][C:2]1[N:7]=[C:6]([NH:8][C:9]2[C:14]([CH3:15])=[CH:13][C:12]([CH3:16])=[CH:11][C:10]=2[CH3:17])[C:5]([S:18]([C:21]2[CH:26]=[CH:25][C:24]([OH:27])=[CH:23][CH:22]=2)(=[O:20])=[O:19])=[CH:4][CH:3]=1.[CH2:28](Br)[C:29]1[CH:34]=[CH:33][CH:32]=[CH:31][CH:30]=1.C([O-])([O-])=O.[K+].[K+].[Na+].[I-], predict the reaction product. (4) Given the reactants [BH4-].[Li+].[CH3:3][C:4]1[CH:5]=[C:6]([CH:11]=[CH:12][C:13]=1[Br:14])[C:7](OC)=[O:8].[Cl-].[NH4+], predict the reaction product. The product is: [Br:14][C:13]1[CH:12]=[CH:11][C:6]([CH2:7][OH:8])=[CH:5][C:4]=1[CH3:3]. (5) The product is: [Br:1][C:2]1[CH:21]=[CH:20][C:5]([CH2:6][N:7]2[CH2:12][CH2:11][NH:10][CH2:9][CH2:8]2)=[C:4]([N:22]2[CH2:27][CH2:26][CH2:25][CH2:24][CH2:23]2)[CH:3]=1. Given the reactants [Br:1][C:2]1[CH:21]=[CH:20][C:5]([CH2:6][N:7]2[CH2:12][CH2:11][N:10](C(OC(C)(C)C)=O)[CH2:9][CH2:8]2)=[C:4]([N:22]2[CH2:27][CH2:26][CH2:25][CH2:24][CH2:23]2)[CH:3]=1.CN1CCOCC1.I[Si](C)(C)C, predict the reaction product. (6) Given the reactants Cl.[NH2:2][C@H:3]([C:5]1[CH:6]=[C:7]([CH:11]=[CH:12][CH:13]=1)[C:8]([OH:10])=[O:9])[CH3:4].CCN(CC)CC.[C:21]([O:25][C:26](O[C:26]([O:25][C:21]([CH3:24])([CH3:23])[CH3:22])=[O:27])=[O:27])([CH3:24])([CH3:23])[CH3:22].CN(C=O)C, predict the reaction product. The product is: [C:21]([O:25][C:26]([NH:2][C@H:3]([C:5]1[CH:6]=[C:7]([CH:11]=[CH:12][CH:13]=1)[C:8]([OH:10])=[O:9])[CH3:4])=[O:27])([CH3:24])([CH3:23])[CH3:22].